From a dataset of Blood-brain barrier permeability classification from the B3DB database. Regression/Classification. Given a drug SMILES string, predict its absorption, distribution, metabolism, or excretion properties. Task type varies by dataset: regression for continuous measurements (e.g., permeability, clearance, half-life) or binary classification for categorical outcomes (e.g., BBB penetration, CYP inhibition). Dataset: b3db_classification. (1) The molecule is COC[C@@]1(N)[C@H](c2ccccc2)[C@@H]1S(=O)(=O)c1ccc(C)cc1. The result is 0 (does not penetrate BBB). (2) The drug is O=C(NC(=O)c1ccccc1)NC1CCN(Cc2ccc3ccccc3c2)CC1. The result is 1 (penetrates BBB). (3) The drug is O[C@@](C1=NCCN1)(c1ccc(Cl)cc1)c1ccccn1. The result is 1 (penetrates BBB). (4) The compound is CC[C@H](NC(=O)c1c(C)c(-c2ccccc2)nc2ccccc12)c1ccccc1. The result is 1 (penetrates BBB). (5) The molecule is Cc1c(F)c(N2CCN[C@@H](C)C2)cc2c1c(=O)c(C(=O)O)cn2C1CC1. The result is 0 (does not penetrate BBB). (6) The drug is CN1CCc2cccc3c2[C@H]1Cc1ccc(O)c(O)c1-3. The result is 1 (penetrates BBB). (7) The compound is CCN(CC)CC(=O)OCC(=O)[C@@]1(O)CC[C@H]2[C@@H]3CCC4=CC(=O)CC[C@]4(C)[C@H]3[C@@H](O)C[C@@]21C. The result is 1 (penetrates BBB). (8) The molecule is CCCCCCOc1nsnc1C1=CCCN(C)C1. The result is 1 (penetrates BBB). (9) The drug is CCC1(CC)O[C@@H]2C[C@H]3[C@@H]4CCC5=CC(=O)C=C[C@]5(C)[C@@]4(F)[C@@H](O)C[C@]3(C)[C@]2(C(=O)CO)O1. The result is 1 (penetrates BBB). (10) The molecule is COc1ccc2c3c1O[C@@H]1[C@@H](O)C=C[C@@H]4[C@H](C2)N(C)CC[C@]341. The result is 1 (penetrates BBB).